Predict the reactants needed to synthesize the given product. From a dataset of Full USPTO retrosynthesis dataset with 1.9M reactions from patents (1976-2016). The reactants are: [CH3:1][C:2]1[N:3]=[C:4]([NH:16][C:17](=[O:19])[CH3:18])[S:5][C:6]=1[C:7]1[CH:12]=[CH:11][C:10]([N+:13]([O-])=O)=[CH:9][CH:8]=1. Given the product [NH2:13][C:10]1[CH:9]=[CH:8][C:7]([C:6]2[S:5][C:4]([NH:16][C:17](=[O:19])[CH3:18])=[N:3][C:2]=2[CH3:1])=[CH:12][CH:11]=1, predict the reactants needed to synthesize it.